This data is from Catalyst prediction with 721,799 reactions and 888 catalyst types from USPTO. The task is: Predict which catalyst facilitates the given reaction. (1) Reactant: [N+:1]([C:4]1[CH:13]=[C:12]2[C:7]([CH2:8][CH2:9][NH:10][CH2:11]2)=[CH:6][CH:5]=1)([O-:3])=[O:2].[C:14]([O:18][C:19](O[C:19]([O:18][C:14]([CH3:17])([CH3:16])[CH3:15])=[O:20])=[O:20])([CH3:17])([CH3:16])[CH3:15].C(N(CC)CC)C. Product: [C:14]([O:18][C:19]([N:10]1[CH2:9][CH2:8][C:7]2[C:12](=[CH:13][C:4]([N+:1]([O-:3])=[O:2])=[CH:5][CH:6]=2)[CH2:11]1)=[O:20])([CH3:17])([CH3:16])[CH3:15]. The catalyst class is: 46. (2) Reactant: Br[CH2:2][CH2:3][CH2:4][O:5][C:6]1[CH:21]=[CH:20][C:9]([C:10]([O:12][CH2:13][C:14]2[CH:19]=[CH:18][CH:17]=[CH:16][CH:15]=2)=[O:11])=[CH:8][CH:7]=1.[NH:22]1[CH2:27][CH2:26][O:25][CH2:24][CH2:23]1. Product: [N:22]1([CH2:2][CH2:3][CH2:4][O:5][C:6]2[CH:21]=[CH:20][C:9]([C:10]([O:12][CH2:13][C:14]3[CH:19]=[CH:18][CH:17]=[CH:16][CH:15]=3)=[O:11])=[CH:8][CH:7]=2)[CH2:27][CH2:26][O:25][CH2:24][CH2:23]1. The catalyst class is: 10. (3) The catalyst class is: 20. Product: [Cl:21][C:22]1[CH:27]=[CH:26][C:25]([CH2:28][O:19][C:16]2[CH:17]=[CH:18][N:13]([C:10]3[CH:11]=[CH:12][C:5]4[N:4]=[C:3]([CH2:1][CH3:2])[N:7]([CH3:8])[C:6]=4[CH:9]=3)[C:14](=[O:20])[CH:15]=2)=[CH:24][C:23]=1[F:30]. Reactant: [CH2:1]([C:3]1[N:7]([CH3:8])[C:6]2[CH:9]=[C:10]([N:13]3[CH:18]=[CH:17][C:16]([OH:19])=[CH:15][C:14]3=[O:20])[CH:11]=[CH:12][C:5]=2[N:4]=1)[CH3:2].[Cl:21][C:22]1[CH:27]=[CH:26][C:25]([CH2:28]O)=[CH:24][C:23]=1[F:30].C(P(CCCC)CCCC)CCC.N(C(N1CCCCC1)=O)=NC(N1CCCCC1)=O. (4) Reactant: C(OC(=O)[NH:7][CH2:8][C:9]#[C:10][C:11]1[N:12]=[C:13]([NH2:25])[C:14]2[N:15]([N:17]=[C:18]([C:20]3[O:21][CH:22]=[CH:23][CH:24]=3)[N:19]=2)[CH:16]=1)(C)(C)C.FC(F)(F)C(O)=O. Product: [NH2:7][CH2:8][C:9]#[C:10][C:11]1[N:12]=[C:13]([NH2:25])[C:14]2[N:15]([N:17]=[C:18]([C:20]3[O:21][CH:22]=[CH:23][CH:24]=3)[N:19]=2)[CH:16]=1. The catalyst class is: 2. (5) Reactant: C(OC([N:8]1[CH2:12][CH2:11][C:10]([NH:15][C:16]([C:18]2[N:19]=[N:20][C:21]([CH2:37][CH2:38][CH2:39][CH3:40])=[C:22]([C:24]3[CH:29]=[CH:28][C:27]([O:30][CH:31]4[CH2:36][CH2:35][CH2:34][CH2:33][CH2:32]4)=[CH:26][CH:25]=3)[CH:23]=2)=[O:17])([CH2:13][OH:14])[CH2:9]1)=O)(C)(C)C.[ClH:41]. Product: [ClH:41].[ClH:41].[OH:14][CH2:13][C:10]1([NH:15][C:16]([C:18]2[N:19]=[N:20][C:21]([CH2:37][CH2:38][CH2:39][CH3:40])=[C:22]([C:24]3[CH:29]=[CH:28][C:27]([O:30][CH:31]4[CH2:36][CH2:35][CH2:34][CH2:33][CH2:32]4)=[CH:26][CH:25]=3)[CH:23]=2)=[O:17])[CH2:11][CH2:12][NH:8][CH2:9]1. The catalyst class is: 135. (6) Reactant: [CH2:1]([N:5]1[C:13]2[C:8](=[N:9][C:10]([Cl:15])=[N:11][C:12]=2[Cl:14])[N:7]=[C:6]1Cl)[C:2]#[C:3][CH3:4].[NH:17]1[CH2:22][CH2:21][CH2:20][CH:19]([NH:23][C:24](=[O:30])[O:25][C:26]([CH3:29])([CH3:28])[CH3:27])[CH2:18]1.C(#N)C. Product: [CH2:1]([N:5]1[C:13]2[C:8](=[N:9][C:10]([Cl:15])=[N:11][C:12]=2[Cl:14])[N:7]=[C:6]1[N:17]1[CH2:22][CH2:21][CH2:20][CH:19]([NH:23][C:24](=[O:30])[O:25][C:26]([CH3:28])([CH3:27])[CH3:29])[CH2:18]1)[C:2]#[C:3][CH3:4]. The catalyst class is: 66. (7) Reactant: [C:1]([C:4]1[CH:9]([CH2:10][CH3:11])[CH:8]=[CH:7][N:6](C(OC2C=CC=CC=2)=O)[CH:5]=1)(=[O:3])[CH3:2].[S].C1C2C(CCCC2)CCC1. Product: [CH2:10]([C:9]1[CH:8]=[CH:7][N:6]=[CH:5][C:4]=1[C:1](=[O:3])[CH3:2])[CH3:11]. The catalyst class is: 521.